Dataset: NCI-60 drug combinations with 297,098 pairs across 59 cell lines. Task: Regression. Given two drug SMILES strings and cell line genomic features, predict the synergy score measuring deviation from expected non-interaction effect. Drug 1: C1=NC2=C(N=C(N=C2N1C3C(C(C(O3)CO)O)O)F)N. Drug 2: CS(=O)(=O)CCNCC1=CC=C(O1)C2=CC3=C(C=C2)N=CN=C3NC4=CC(=C(C=C4)OCC5=CC(=CC=C5)F)Cl. Cell line: DU-145. Synergy scores: CSS=7.02, Synergy_ZIP=-1.31, Synergy_Bliss=2.97, Synergy_Loewe=-1.19, Synergy_HSA=0.0197.